Dataset: Forward reaction prediction with 1.9M reactions from USPTO patents (1976-2016). Task: Predict the product of the given reaction. (1) The product is: [CH3:13][N:12]([CH3:14])[C:10]1[C:9]2[C:4](=[CH:5][CH:6]=[CH:7][CH:8]=2)[N:3]=[C:2]([NH:16][C@@H:17]2[CH2:22][CH2:21][C@H:20]([C:23]([NH2:25])=[O:24])[CH2:19][CH2:18]2)[N:11]=1. Given the reactants Cl[C:2]1[N:11]=[C:10]([N:12]([CH3:14])[CH3:13])[C:9]2[C:4](=[CH:5][CH:6]=[CH:7][CH:8]=2)[N:3]=1.Cl.[NH2:16][C@@H:17]1[CH2:22][CH2:21][C@H:20]([C:23]([NH2:25])=[O:24])[CH2:19][CH2:18]1, predict the reaction product. (2) The product is: [Cl:1][C@H:2]1[CH2:19][C@@:17]2([CH3:18])[C@@H:13]([CH2:14][CH2:15][C@@H:16]2[OH:20])[C@H:12]2[C@H:3]1[C@@H:4]1[C:9]([CH2:10][C@H:11]2[CH3:21])=[CH:8][C:7](=[O:22])[CH2:6][CH2:5]1. Given the reactants [Cl:1][C@H:2]1[CH2:19][C@@:17]2([CH3:18])[C@@H:13]([CH2:14][CH2:15][C:16]2=[O:20])[C@H:12]2[C@H:3]1[C@@H:4]1[C:9]([CH2:10][C@H:11]2[CH3:21])=[CH:8][C:7](=[O:22])[CH2:6][CH2:5]1.C(O)C.O.[BH4-].[Na+], predict the reaction product. (3) Given the reactants C(N(CC)CC)C.[C:8]([O:11][C:12](=O)[CH3:13])(=[O:10])[CH3:9].OC1C=[CH:18][C:19]2[C:20](=[O:43])[C@H:21]3[C:38]4[C:33](=[CH:34][C:35]([O:41][CH3:42])=[C:36]([O:39][CH3:40])[CH:37]=4)[O:32][CH2:31][C@H:22]3[O:23][C:24]=2[C:25]=1[CH2:26][CH:27]=[C:28]([CH3:30])[CH3:29].[NH4+].[Cl-], predict the reaction product. The product is: [CH3:40][O:39][C:36]1[CH:37]=[C:38]2[CH:21]3[CH:22]([O:23][C:24]4[C:25]([CH2:26][CH:27]=[C:28]([CH3:30])[CH3:29])=[C:12]([O:11][C:8](=[O:10])[CH3:9])[CH:13]=[CH:18][C:19]=4[C:20]3=[O:43])[CH2:31][O:32][C:33]2=[CH:34][C:35]=1[O:41][CH3:42]. (4) Given the reactants Br[CH2:2][C:3]([C:5]1[CH:10]=[CH:9][C:8]([Br:11])=[CH:7][C:6]=1[F:12])=O.[NH2:13][C:14]1[C:19](OC)=[CH:18][CH:17]=[CH:16][N:15]=1.C[CH2:23][OH:24], predict the reaction product. The product is: [Br:11][C:8]1[CH:9]=[CH:10][C:5]([C:3]2[N:13]=[C:14]3[CH:19]=[CH:18][CH:17]=[C:16]([O:24][CH3:23])[N:15]3[CH:2]=2)=[C:6]([F:12])[CH:7]=1. (5) Given the reactants [Cl:1][C:2]1[CH:3]=[C:4]([C:8]2[CH:13]=[CH:12][CH:11]=[CH:10][C:9]=2[NH:14][C:15](=[O:26])[O:16][CH:17]2[CH2:23][CH:22]3[N:24]([CH3:25])[CH:19]([CH2:20][CH2:21]3)[CH2:18]2)[CH:5]=[CH:6][CH:7]=1.[CH3:27][Br:28], predict the reaction product. The product is: [Br-:28].[Cl:1][C:2]1[CH:3]=[C:4]([C:8]2[CH:13]=[CH:12][CH:11]=[CH:10][C:9]=2[NH:14][C:15]([O:16][CH:17]2[CH2:23][CH:22]3[N+:24]([CH3:27])([CH3:25])[CH:19]([CH2:20][CH2:21]3)[CH2:18]2)=[O:26])[CH:5]=[CH:6][CH:7]=1. (6) Given the reactants [CH2:1]([NH:3][CH3:4])[CH3:2].ClC1[CH:11]=[CH:10][CH:9]=[CH:8][C:7]=1[CH2:12][N:13]1[C:18](=[O:19])[C:17]([C:20]([NH:22][CH2:23][C:24]([O:26]CC)=[O:25])=[O:21])=[C:16]([OH:29])[C:15]([C:30]([O:32]C)=O)=[C:14]1[OH:34].[CH:35]([Cl:38])(Cl)Cl, predict the reaction product. The product is: [Cl:38][C:35]1[CH:11]=[CH:10][CH:9]=[CH:8][C:7]=1[CH2:12][N:13]1[C:14]([OH:34])=[C:15]([C:30]([N:3]([CH2:1][CH3:2])[CH3:4])=[O:32])[C:16]([OH:29])=[C:17]([C:20]([NH:22][CH2:23][C:24]([O-:26])=[O:25])=[O:21])[C:18]1=[O:19].[NH4+:3].